From a dataset of Forward reaction prediction with 1.9M reactions from USPTO patents (1976-2016). Predict the product of the given reaction. (1) Given the reactants [C:1]([CH:4]([C:12](=O)[CH3:13])[CH:5]([C:9](=O)[CH3:10])[C:6](=O)[CH3:7])(=O)[CH3:2].[F:15][C:16]([F:26])([F:25])[O:17][C:18]1[CH:24]=[CH:23][C:21]([NH2:22])=[CH:20][CH:19]=1.CC(O)=O.[NH2:31][NH2:32], predict the reaction product. The product is: [CH3:2][C:1]1[C:4]2=[C:12]([CH3:13])[N:22]([C:21]3[CH:23]=[CH:24][C:18]([O:17][C:16]([F:25])([F:26])[F:15])=[CH:19][CH:20]=3)[C:9]([CH3:10])=[C:5]2[C:6]([CH3:7])=[N:32][N:31]=1. (2) Given the reactants [Cl:1][C:2]1[CH:15]=[C:14]2[C:5]([N:6]=[C:7]3[C:12](=[C:13]2[NH:16][CH2:17][CH2:18][CH2:19][CH2:20][C:21]2[N:26]=[C:25]([CH:27]=O)[C:24]([OH:29])=[CH:23][CH:22]=2)[CH2:11][CH2:10][CH2:9][CH2:8]3)=[CH:4][CH:3]=1.Cl.[NH2:31][OH:32].CC(O[Na])=O, predict the reaction product. The product is: [Cl:1][C:2]1[CH:15]=[C:14]2[C:5]([N:6]=[C:7]3[C:12](=[C:13]2[NH:16][CH2:17][CH2:18][CH2:19][CH2:20][C:21]2[N:26]=[C:25]([CH:27]=[N:31][OH:32])[C:24]([OH:29])=[CH:23][CH:22]=2)[CH2:11][CH2:10][CH2:9][CH2:8]3)=[CH:4][CH:3]=1. (3) Given the reactants [CH2:1]([O:8][CH2:9][CH2:10][N:11]1[C:17](=[O:18])[C@@H:16]([NH:19][C:20](=[O:27])[C@@:21]([F:26])([CH3:25])[C:22](O)=[O:23])[C:15]2[CH:28]=[CH:29][CH:30]=[CH:31][C:14]=2[C:13]2[CH:32]=[CH:33][CH:34]=[CH:35][C:12]1=2)[C:2]1[CH:7]=[CH:6][CH:5]=[CH:4][CH:3]=1.[F:36][C:37]([F:41])([F:40])[CH2:38][NH2:39], predict the reaction product. The product is: [CH2:1]([O:8][CH2:9][CH2:10][N:11]1[C:17](=[O:18])[C@@H:16]([NH:19][C:20](=[O:27])[C@@:21]([F:26])([CH3:25])[C:22]([NH:39][CH2:38][C:37]([F:41])([F:40])[F:36])=[O:23])[C:15]2[CH:28]=[CH:29][CH:30]=[CH:31][C:14]=2[C:13]2[CH:32]=[CH:33][CH:34]=[CH:35][C:12]1=2)[C:2]1[CH:7]=[CH:6][CH:5]=[CH:4][CH:3]=1. (4) Given the reactants [H-].[Na+].[Cl:3][C:4]1[C:9]([CH3:10])=[C:8](Cl)[N:7]2[N:12]=[CH:13][CH:14]=[C:6]2[N:5]=1.[CH2:15]([O:17][C:18]1[CH:24]=[CH:23][C:21]([NH2:22])=[CH:20][C:19]=1[N+:25]([O-:27])=[O:26])[CH3:16], predict the reaction product. The product is: [Cl:3][C:4]1[C:9]([CH3:10])=[C:8]([NH:22][C:21]2[CH:23]=[CH:24][C:18]([O:17][CH2:15][CH3:16])=[C:19]([N+:25]([O-:27])=[O:26])[CH:20]=2)[N:7]2[N:12]=[CH:13][CH:14]=[C:6]2[N:5]=1.